Task: Regression. Given two drug SMILES strings and cell line genomic features, predict the synergy score measuring deviation from expected non-interaction effect.. Dataset: NCI-60 drug combinations with 297,098 pairs across 59 cell lines (1) Drug 1: C1=CC(=CC=C1CC(C(=O)O)N)N(CCCl)CCCl.Cl. Drug 2: C1CN1P(=S)(N2CC2)N3CC3. Cell line: UO-31. Synergy scores: CSS=8.69, Synergy_ZIP=-3.55, Synergy_Bliss=-0.502, Synergy_Loewe=-0.843, Synergy_HSA=-0.212. (2) Drug 1: COC1=C(C=C2C(=C1)N=CN=C2NC3=CC(=C(C=C3)F)Cl)OCCCN4CCOCC4. Drug 2: CCC1=CC2CC(C3=C(CN(C2)C1)C4=CC=CC=C4N3)(C5=C(C=C6C(=C5)C78CCN9C7C(C=CC9)(C(C(C8N6C)(C(=O)OC)O)OC(=O)C)CC)OC)C(=O)OC.C(C(C(=O)O)O)(C(=O)O)O. Cell line: HL-60(TB). Synergy scores: CSS=84.6, Synergy_ZIP=21.2, Synergy_Bliss=20.9, Synergy_Loewe=19.4, Synergy_HSA=21.9.